From a dataset of Full USPTO retrosynthesis dataset with 1.9M reactions from patents (1976-2016). Predict the reactants needed to synthesize the given product. (1) Given the product [CH2:9]([O:8][C:7]1[C:2]2[N:3]([C:23]([N:22]([CH:16]3[CH2:21][CH2:20][CH2:19][CH2:18][CH2:17]3)[C:29](=[O:31])[CH3:30])=[C:9]([CH:10]3[CH2:15][CH2:14][CH2:13][CH2:12][CH2:11]3)[N:1]=2)[CH:4]=[CH:5][CH:6]=1)[C:10]1[CH:11]=[CH:12][CH:13]=[CH:14][CH:15]=1, predict the reactants needed to synthesize it. The reactants are: [NH2:1][C:2]1[C:7]([O:8][CH2:9][C:10]2[CH:15]=[CH:14][CH:13]=[CH:12][CH:11]=2)=[CH:6][CH:5]=[CH:4][N:3]=1.[CH:16]1([N+:22]#[C-:23])[CH2:21][CH2:20][CH2:19][CH2:18][CH2:17]1.Cl(O)(=O)(=O)=O.[C:29](Cl)(=[O:31])[CH3:30]. (2) Given the product [NH2:34][C:33]1[C:8]([Cl:7])=[CH:9][C:10]2[N:16]3[CH2:17][CH2:18][CH2:19][C@@H:20]([NH:21][C:22](=[O:27])[C:23]([F:26])([F:25])[F:24])[C@H:15]3[C:14]3[CH:28]=[CH:29][CH:30]=[CH:31][C:13]=3[O:12][C:11]=2[CH:32]=1, predict the reactants needed to synthesize it. The reactants are: Cl.O.O.Cl[Sn]Cl.[Cl:7][C:8]1[C:33]([N+:34]([O-])=O)=[CH:32][C:11]2[O:12][C:13]3[CH:31]=[CH:30][CH:29]=[CH:28][C:14]=3[C@@H:15]3[C@H:20]([NH:21][C:22](=[O:27])[C:23]([F:26])([F:25])[F:24])[CH2:19][CH2:18][CH2:17][N:16]3[C:10]=2[CH:9]=1. (3) Given the product [CH3:24][O:23][C:20]1[CH:19]=[CH:18][C:17]([N:15]([CH3:16])[C:13]2[C:12]3[C:7](=[CH:8][CH:9]=[CH:10][CH:11]=3)[N:6]=[C:5]([NH:4][CH2:3][CH2:2][NH:1][C:29]([NH2:30])=[O:28])[N:14]=2)=[CH:22][CH:21]=1, predict the reactants needed to synthesize it. The reactants are: [NH2:1][CH2:2][CH2:3][NH:4][C:5]1[N:14]=[C:13]([N:15]([C:17]2[CH:22]=[CH:21][C:20]([O:23][CH3:24])=[CH:19][CH:18]=2)[CH3:16])[C:12]2[C:7](=[CH:8][CH:9]=[CH:10][CH:11]=2)[N:6]=1.CO.Cl.[O-:28][C:29]#[N:30].[K+]. (4) Given the product [OH:1][C:2]1[CH:7]=[CH:6][C:5]([C:8](=[C:25]2[CH2:26][C:27]([CH3:30])([CH3:29])[CH2:28][C:23]([CH3:32])([CH3:22])[CH2:24]2)[C:10]2[CH:15]=[CH:14][C:13]([CH2:16][CH2:17][C:18]([O:20][CH3:21])=[O:19])=[CH:12][CH:11]=2)=[CH:4][CH:3]=1, predict the reactants needed to synthesize it. The reactants are: [OH:1][C:2]1[CH:7]=[CH:6][C:5]([C:8]([C:10]2[CH:15]=[CH:14][C:13]([CH2:16][CH2:17][C:18]([O:20][CH3:21])=[O:19])=[CH:12][CH:11]=2)=O)=[CH:4][CH:3]=1.[CH3:22][C:23]1([CH3:32])[CH2:28][C:27]([CH3:30])([CH3:29])[CH2:26][C:25](=O)[CH2:24]1.C([O-])([O-])=O.[K+].[K+]. (5) Given the product [CH3:25][O:24][CH2:23][CH2:22][CH2:21][C@H:9]1[CH2:10][NH:11][CH2:12][CH2:13][NH:8]1, predict the reactants needed to synthesize it. The reactants are: C([N:8]1[CH2:13][CH2:12][N:11](CC2C=CC=CC=2)[CH2:10][C@@H:9]1[CH2:21][CH:22]=[CH:23][O:24][CH3:25])C1C=CC=CC=1. (6) Given the product [OH:2][C:3]1[CH:4]=[C:5]2[C:10](=[CH:11][CH:12]=1)[C:9](=[O:13])[N:8]([C:14]1[CH:15]=[C:16]([CH:19]=[CH:20][CH:21]=1)[C:17]#[N:18])[CH:7]=[C:6]2[C:22]1[CH:23]=[C:24]([F:30])[C:25]([F:29])=[C:26]([F:28])[CH:27]=1, predict the reactants needed to synthesize it. The reactants are: C[O:2][C:3]1[CH:4]=[C:5]2[C:10](=[CH:11][CH:12]=1)[C:9](=[O:13])[N:8]([C:14]1[CH:15]=[C:16]([CH:19]=[CH:20][CH:21]=1)[C:17]#[N:18])[CH:7]=[C:6]2[C:22]1[CH:27]=[C:26]([F:28])[C:25]([F:29])=[C:24]([F:30])[CH:23]=1.B(Br)(Br)Br.